This data is from Full USPTO retrosynthesis dataset with 1.9M reactions from patents (1976-2016). The task is: Predict the reactants needed to synthesize the given product. (1) Given the product [F:15][C:16]1[CH:17]=[CH:18][C:19]([C:22]2[CH:27]=[CH:26][C:25]([O:1][CH2:2][CH:3]3[CH2:7][CH2:6][N:5]([C:8]([O:10][C:11]([CH3:14])([CH3:13])[CH3:12])=[O:9])[CH2:4]3)=[CH:24][CH:23]=2)=[CH:20][CH:21]=1, predict the reactants needed to synthesize it. The reactants are: [OH:1][CH2:2][CH:3]1[CH2:7][CH2:6][N:5]([C:8]([O:10][C:11]([CH3:14])([CH3:13])[CH3:12])=[O:9])[CH2:4]1.[F:15][C:16]1[CH:21]=[CH:20][C:19]([C:22]2[CH:27]=[CH:26][C:25](O)=[CH:24][CH:23]=2)=[CH:18][CH:17]=1.C1(P(C2C=CC=CC=2)C2C=CC=CC=2)C=CC=CC=1.N(C(OC(C)C)=O)=NC(OC(C)C)=O. (2) Given the product [CH3:1][S:2]([O:13][C@H:10]1[CH2:11][CH2:12][C@@H:7]([CH3:6])[CH2:8][CH2:9]1)(=[O:4])=[O:3], predict the reactants needed to synthesize it. The reactants are: [CH3:1][S:2](Cl)(=[O:4])=[O:3].[CH3:6][C@@H:7]1[CH2:12][CH2:11][C@H:10]([OH:13])[CH2:9][CH2:8]1.C(N(CC)CC)C. (3) Given the product [C:1]([N:9]1[CH2:10][CH2:11][N:12]([CH2:15][C:16]([NH:21][NH2:22])=[O:18])[CH2:13][CH2:14]1)(=[O:8])[C:2]1[CH:3]=[CH:4][CH:5]=[CH:6][CH:7]=1, predict the reactants needed to synthesize it. The reactants are: [C:1]([N:9]1[CH2:14][CH2:13][N:12]([CH2:15][C:16]([O:18]CC)=O)[CH2:11][CH2:10]1)(=[O:8])[C:2]1[CH:7]=[CH:6][CH:5]=[CH:4][CH:3]=1.[NH2:21][NH2:22]. (4) Given the product [Cl:17][C:14]1[CH:15]=[CH:16][C:11]([C:8]2[CH:9]=[C:10]3[C:2]([NH:1][CH2:32][CH3:33])=[C:3]([C:26](=[O:31])[C:27]([CH3:28])([CH3:30])[CH3:29])[O:4][C:5]3=[N:6][C:7]=2[C:18]2[CH:23]=[CH:22][C:21]([Cl:24])=[CH:20][C:19]=2[Cl:25])=[CH:12][CH:13]=1, predict the reactants needed to synthesize it. The reactants are: [NH2:1][C:2]1[C:10]2[C:5](=[N:6][C:7]([C:18]3[CH:23]=[CH:22][C:21]([Cl:24])=[CH:20][C:19]=3[Cl:25])=[C:8]([C:11]3[CH:16]=[CH:15][C:14]([Cl:17])=[CH:13][CH:12]=3)[CH:9]=2)[O:4][C:3]=1[C:26](=[O:31])[C:27]([CH3:30])([CH3:29])[CH3:28].[CH2:32](Br)[CH3:33]. (5) Given the product [CH3:34][O:33][C:15]1[CH:16]=[C:17]2[C:22](=[CH:23][C:14]=1[O:13][CH2:60][CH2:59][O:58][CH2:57][CH2:56][O:55][CH3:54])[N:21]=[CH:20][N:19]([CH2:24][O:25][C:26](=[O:31])[C:27]([CH3:28])([CH3:29])[CH3:30])[C:18]2=[O:32], predict the reactants needed to synthesize it. The reactants are: N(C(OCC)=O)=NC(OCC)=O.[OH:13][C:14]1[CH:23]=[C:22]2[C:17]([C:18](=[O:32])[N:19]([CH2:24][O:25][C:26](=[O:31])[C:27]([CH3:30])([CH3:29])[CH3:28])[CH:20]=[N:21]2)=[CH:16][C:15]=1[O:33][CH3:34].C1(P(C2C=CC=CC=2)C2C=CC=CC=2)C=CC=CC=1.[CH3:54][O:55][CH2:56][CH2:57][O:58][CH2:59][CH2:60]O. (6) Given the product [CH3:33][CH:26]1[CH2:25][C:24]2[C:28](=[CH:29][CH:30]=[CH:31][C:23]=2[S:11][C:5]2[CH:6]=[CH:7][CH:8]=[C:9]3[C:4]=2[CH2:3][CH:2]([CH3:1])[C:10]3=[O:45])[C:27]1=[O:32], predict the reactants needed to synthesize it. The reactants are: [CH3:1][C:2]1[CH2:3][C:4]2[C:9]([CH:10]=1)=[CH:8][CH:7]=[CH:6][C:5]=2[S:11]C1C=CC=C2C=1CC(C)=C2.Br[C:23]1[CH:31]=[CH:30][CH:29]=[C:28]2[C:24]=1[CH2:25][CH:26]([CH3:33])[C:27]2=[O:32].[Li]CCCC.S(Cl)Cl.C1C[O:45]CC1. (7) Given the product [Cl:1][C:2]1[CH:7]=[CH:6][CH:5]=[CH:4][C:3]=1[N:8]1[C:12]([S:13][C:14]2[CH:19]=[CH:18][CH:17]=[C:16]([O:20][CH3:21])[N:15]=2)=[CH:11][C:10]([CH:22]=[O:23])=[N:9]1, predict the reactants needed to synthesize it. The reactants are: [Cl:1][C:2]1[CH:7]=[CH:6][CH:5]=[CH:4][C:3]=1[N:8]1[C:12]([S:13][C:14]2[CH:19]=[CH:18][CH:17]=[C:16]([O:20][CH3:21])[N:15]=2)=[CH:11][C:10]([C:22](OCC)=[O:23])=[N:9]1.[H-].C([Al+]CC(C)C)C(C)C.C1(C)C=CC=CC=1.[OH-].[Na+]. (8) Given the product [C:1]([O:5][C:6]([N:8]1[CH2:9][CH2:10][CH:11]([C:14](=[O:19])[CH2:12][CH2:11][CH:10]=[CH2:9])[CH2:12][CH2:13]1)=[O:7])([CH3:2])([CH3:3])[CH3:4], predict the reactants needed to synthesize it. The reactants are: [C:1]([O:5][C:6]([N:8]1[CH2:13][CH2:12][CH:11]([C:14](=[O:19])N(OC)C)[CH2:10][CH2:9]1)=[O:7])([CH3:4])([CH3:3])[CH3:2].[Br-].O.Cl. (9) Given the product [CH3:22][N:13]([C@@H:10]1[CH2:11][CH2:12][NH:8][CH2:9]1)[C:14](=[O:21])[C:15]1[CH:20]=[CH:19][CH:18]=[CH:17][CH:16]=1, predict the reactants needed to synthesize it. The reactants are: C([N:8]1[CH2:12][CH2:11][C@@H:10]([N:13]([CH3:22])[C:14](=[O:21])[C:15]2[CH:20]=[CH:19][CH:18]=[CH:17][CH:16]=2)[CH2:9]1)C1C=CC=CC=1. (10) Given the product [C:1]([CH:5]1[N:14]2[C:9](=[CH:10][C:11](=[O:20])[C:12]([C:15]([OH:17])=[O:16])=[CH:13]2)[C:8]2[CH:21]=[C:22]([O:35][CH3:36])[C:23]([O:25][CH2:26][CH2:27][CH2:28][N:29]3[CH2:33][CH2:32][CH2:31][C:30]3=[O:34])=[CH:24][C:7]=2[CH2:6]1)([CH3:4])([CH3:2])[CH3:3], predict the reactants needed to synthesize it. The reactants are: [C:1]([CH:5]1[N:14]2[C:9](=[CH:10][C:11](=[O:20])[C:12]([C:15]([O:17]CC)=[O:16])=[CH:13]2)[C:8]2[CH:21]=[C:22]([O:35][CH3:36])[C:23]([O:25][CH2:26][CH2:27][CH2:28][N:29]3[CH2:33][CH2:32][CH2:31][C:30]3=[O:34])=[CH:24][C:7]=2[CH2:6]1)([CH3:4])([CH3:3])[CH3:2].CO.O[Li].O.Cl.